This data is from NCI-60 drug combinations with 297,098 pairs across 59 cell lines. The task is: Regression. Given two drug SMILES strings and cell line genomic features, predict the synergy score measuring deviation from expected non-interaction effect. (1) Drug 1: C1=CN(C(=O)N=C1N)C2C(C(C(O2)CO)O)O.Cl. Drug 2: C1=NC2=C(N1)C(=S)N=CN2. Cell line: RXF 393. Synergy scores: CSS=25.0, Synergy_ZIP=-3.01, Synergy_Bliss=-0.915, Synergy_Loewe=-13.9, Synergy_HSA=-1.82. (2) Drug 1: C1CC(C1)(C(=O)O)C(=O)O.[NH2-].[NH2-].[Pt+2]. Drug 2: CC(C)(C#N)C1=CC(=CC(=C1)CN2C=NC=N2)C(C)(C)C#N. Cell line: UO-31. Synergy scores: CSS=-2.55, Synergy_ZIP=0.549, Synergy_Bliss=-0.159, Synergy_Loewe=-1.65, Synergy_HSA=-1.64. (3) Drug 1: CC(C1=C(C=CC(=C1Cl)F)Cl)OC2=C(N=CC(=C2)C3=CN(N=C3)C4CCNCC4)N. Drug 2: B(C(CC(C)C)NC(=O)C(CC1=CC=CC=C1)NC(=O)C2=NC=CN=C2)(O)O. Cell line: A549. Synergy scores: CSS=15.8, Synergy_ZIP=-4.54, Synergy_Bliss=-3.04, Synergy_Loewe=-3.11, Synergy_HSA=-3.18. (4) Drug 1: CCC(=C(C1=CC=CC=C1)C2=CC=C(C=C2)OCCN(C)C)C3=CC=CC=C3.C(C(=O)O)C(CC(=O)O)(C(=O)O)O. Drug 2: CS(=O)(=O)CCNCC1=CC=C(O1)C2=CC3=C(C=C2)N=CN=C3NC4=CC(=C(C=C4)OCC5=CC(=CC=C5)F)Cl. Cell line: PC-3. Synergy scores: CSS=-0.570, Synergy_ZIP=-0.920, Synergy_Bliss=-0.368, Synergy_Loewe=-3.32, Synergy_HSA=-2.78. (5) Drug 1: C1=CC(=C2C(=C1NCCNCCO)C(=O)C3=C(C=CC(=C3C2=O)O)O)NCCNCCO. Drug 2: CN(CCCl)CCCl.Cl. Cell line: T-47D. Synergy scores: CSS=32.6, Synergy_ZIP=-4.80, Synergy_Bliss=-1.54, Synergy_Loewe=-10.0, Synergy_HSA=0.0424. (6) Drug 1: CC1=C(C(=CC=C1)Cl)NC(=O)C2=CN=C(S2)NC3=CC(=NC(=N3)C)N4CCN(CC4)CCO. Drug 2: CN(CC1=CN=C2C(=N1)C(=NC(=N2)N)N)C3=CC=C(C=C3)C(=O)NC(CCC(=O)O)C(=O)O. Cell line: HT29. Synergy scores: CSS=25.2, Synergy_ZIP=2.68, Synergy_Bliss=6.42, Synergy_Loewe=-20.9, Synergy_HSA=1.59.